From a dataset of Catalyst prediction with 721,799 reactions and 888 catalyst types from USPTO. Predict which catalyst facilitates the given reaction. (1) Reactant: [F:1][C:2]([F:15])([F:14])[C:3]1[CH:8]=[CH:7][C:6](B2OCCO2)=[CH:5][CH:4]=1.Br[C:17]1[CH:18]=[C:19]([CH:22]=[C:23]([O:25][CH3:26])[CH:24]=1)[C:20]#[N:21].C(=O)([O-])[O-].[K+].[K+].O. Product: [CH3:26][O:25][C:23]1[CH:22]=[C:19]([C:20]#[N:21])[CH:18]=[C:17]([C:6]2[CH:5]=[CH:4][C:3]([C:2]([F:1])([F:14])[F:15])=[CH:8][CH:7]=2)[CH:24]=1. The catalyst class is: 128. (2) Reactant: [CH3:1][N:2]1[CH:6]=[C:5]([C:7]2[CH:8]=[N:9][C:10]3[C:15]([CH:16]=2)=[CH:14][C:13]([CH:17]([C:19]2[N:23]4[N:24]=[C:25]([C:28](=O)[CH3:29])[CH:26]=[CH:27][C:22]4=[N:21][N:20]=2)[CH3:18])=[CH:12][CH:11]=3)[CH:4]=[N:3]1.[NH2:31][OH:32].Cl. Product: [CH3:1][N:2]1[CH:6]=[C:5]([C:7]2[CH:8]=[N:9][C:10]3[C:15]([CH:16]=2)=[CH:14][C:13]([CH:17]([C:19]2[N:23]4[N:24]=[C:25](/[C:28](=[N:31]/[OH:32])/[CH3:29])[CH:26]=[CH:27][C:22]4=[N:21][N:20]=2)[CH3:18])=[CH:12][CH:11]=3)[CH:4]=[N:3]1. The catalyst class is: 5. (3) Reactant: Cl[C:2]1[C:3]2[N:4]([N:13]=[C:14]([CH3:16])[N:15]=2)[C:5]2[CH:11]=[C:10]([Cl:12])[CH:9]=[N:8][C:6]=2[N:7]=1.C(O)(C(F)(F)F)=O.Cl.[NH:25]1[CH2:28][CH:27]([N:29]([CH3:37])[C:30](=[O:36])[O:31][C:32]([CH3:35])([CH3:34])[CH3:33])[CH2:26]1. Product: [Cl:12][C:10]1[CH:9]=[N:8][C:6]2[N:7]=[C:2]([N:25]3[CH2:28][CH:27]([N:29]([CH3:37])[C:30](=[O:36])[O:31][C:32]([CH3:33])([CH3:34])[CH3:35])[CH2:26]3)[C:3]3[N:4]([N:13]=[C:14]([CH3:16])[N:15]=3)[C:5]=2[CH:11]=1. The catalyst class is: 3. (4) Reactant: [Cl:1][C:2]1[CH:3]=[C:4]([CH:8]([NH:10][C:11]2[CH:16]=[C:15](F)[CH:14]=[CH:13][C:12]=2[N+:18]([O-:20])=[O:19])[CH3:9])[CH:5]=[CH:6][CH:7]=1.[N:21]1([C:27]([O:29][C:30]([CH3:33])([CH3:32])[CH3:31])=[O:28])[CH2:26][CH2:25][NH:24][CH2:23][CH2:22]1.C(N(CC)C(C)C)(C)C. Product: [Cl:1][C:2]1[CH:3]=[C:4]([CH:8]([NH:10][C:11]2[CH:16]=[C:15]([N:24]3[CH2:23][CH2:22][N:21]([C:27]([O:29][C:30]([CH3:33])([CH3:32])[CH3:31])=[O:28])[CH2:26][CH2:25]3)[CH:14]=[CH:13][C:12]=2[N+:18]([O-:20])=[O:19])[CH3:9])[CH:5]=[CH:6][CH:7]=1. The catalyst class is: 10. (5) Reactant: [CH3:1][C@H:2]1[CH2:8][NH:7][CH2:6][C:5]2[CH:9]=[CH:10][C:11]([C:13]([O:15][CH3:16])=[O:14])=[CH:12][C:4]=2[O:3]1.C=O.[BH-](OC(C)=O)(OC(C)=O)O[C:21](C)=O.[Na+]. Product: [CH3:1][C@H:2]1[CH2:8][N:7]([CH3:21])[CH2:6][C:5]2[CH:9]=[CH:10][C:11]([C:13]([O:15][CH3:16])=[O:14])=[CH:12][C:4]=2[O:3]1. The catalyst class is: 15. (6) Reactant: [CH3:1][N:2]([CH3:24])[S:3]([CH2:6][CH2:7][N:8]1[C:17]2[C:12](=[N:13][CH:14]=[CH:15][CH:16]=2)[C:11]([OH:18])=[C:10]([C:19]([O:21]C)=O)[C:9]1=[O:23])(=[O:5])=[O:4].[F:25][C:26]1[CH:33]=[CH:32][C:29]([CH2:30][NH2:31])=[CH:28][CH:27]=1. Product: [CH3:24][N:2]([CH3:1])[S:3]([CH2:6][CH2:7][N:8]1[C:17]2[C:12](=[N:13][CH:14]=[CH:15][CH:16]=2)[C:11]([OH:18])=[C:10]([C:19]([NH:31][CH2:30][C:29]2[CH:32]=[CH:33][C:26]([F:25])=[CH:27][CH:28]=2)=[O:21])[C:9]1=[O:23])(=[O:5])=[O:4]. The catalyst class is: 14.